From a dataset of Experimentally validated miRNA-target interactions with 360,000+ pairs, plus equal number of negative samples. Binary Classification. Given a miRNA mature sequence and a target amino acid sequence, predict their likelihood of interaction. The miRNA is hsa-miR-6892-5p with sequence GUAAGGGACCGGAGAGUAGGA. The protein sequence of the target gene is MPPERRRRMKLDRRTGAKPKRKPGMRPDWKAGAGPGGPPQKPAPSSQRKPPARPSAAAAAIAVAAAEEERRLRQRNRLRLEEDKPAVERCLEELVFGDVENDEDALLRRLRGPRVQEHEDSGDSEVENEAKGNFPPQKKPVWVDEEDEDEEMVDMMNNRFRKDMMKNASESKLSKDNLKKRLKEEFQHAMGGVPAWAETTKRKTSSDDESEEDEDDLLQRTGNFISTSTSLPRGILKMKNCQHANAERPTVARISSVQFHPGAQIVMVAGLDNAVSLFQVDGKTNPKIQSIYLERFPIFK.... Result: 0 (no interaction).